Dataset: Peptide-MHC class I binding affinity with 185,985 pairs from IEDB/IMGT. Task: Regression. Given a peptide amino acid sequence and an MHC pseudo amino acid sequence, predict their binding affinity value. This is MHC class I binding data. (1) The peptide sequence is RRLTVCGGIMF. The MHC is HLA-A11:01 with pseudo-sequence HLA-A11:01. The binding affinity (normalized) is 0.213. (2) The peptide sequence is FLWEDQTLL. The MHC is HLA-A02:02 with pseudo-sequence HLA-A02:02. The binding affinity (normalized) is 1.00. (3) The peptide sequence is NIKISLNEI. The MHC is HLA-A68:02 with pseudo-sequence HLA-A68:02. The binding affinity (normalized) is 0.0849.